Dataset: Full USPTO retrosynthesis dataset with 1.9M reactions from patents (1976-2016). Task: Predict the reactants needed to synthesize the given product. (1) Given the product [NH2:27][C:22]1[NH:23][C:24](=[O:25])[C:19]([CH2:18][NH:17][C:15]([C:4]2[C:5]3[C:6]([CH3:14])=[CH:7][N:8]([CH:11]([CH3:12])[CH3:13])[C:9]=3[CH:10]=[C:2]([Br:1])[CH:3]=2)=[O:16])=[C:20]([CH3:35])[CH:21]=1, predict the reactants needed to synthesize it. The reactants are: [Br:1][C:2]1[CH:3]=[C:4]([C:15]([NH:17][CH2:18][C:19]2[C:20]([CH3:35])=[CH:21][C:22]([NH:27]C(=O)OC(C)(C)C)=[N:23][C:24]=2[O:25]C)=[O:16])[C:5]2[C:6]([CH3:14])=[CH:7][N:8]([CH:11]([CH3:13])[CH3:12])[C:9]=2[CH:10]=1.[Si](I)(C)(C)C. (2) Given the product [OH:28][C@@H:27]([CH2:31][OH:30])[CH2:26][NH:25][C:23]([C:7]1[C:6]([O:5][C:4]2[CH:34]=[CH:35][CH:36]=[C:2]([F:1])[C:3]=2[CH3:37])=[CH:11][C:10](=[O:12])[N:9]([CH3:13])[C:8]=1[NH:14][C:15]1[CH:20]=[CH:19][C:18]([I:21])=[CH:17][C:16]=1[F:22])=[O:24], predict the reactants needed to synthesize it. The reactants are: [F:1][C:2]1[C:3]([CH3:37])=[C:4]([CH:34]=[CH:35][CH:36]=1)[O:5][C:6]1[C:7]([C:23]([NH:25][CH2:26][C@@H:27]2[CH2:31][O:30]C(C)(C)[O:28]2)=[O:24])=[C:8]([NH:14][C:15]2[CH:20]=[CH:19][C:18]([I:21])=[CH:17][C:16]=2[F:22])[N:9]([CH3:13])[C:10](=[O:12])[CH:11]=1.Cl. (3) Given the product [Cl:31][C:10]1[CH:9]=[C:8]([NH:7][S:3]([CH2:1][CH3:2])(=[O:5])=[O:4])[CH:30]=[CH:29][C:11]=1[O:12][C:13]1[CH:27]=[C:26]([F:28])[CH:25]=[CH:24][C:14]=1[O:15][CH2:16][C:17]([OH:19])=[O:18], predict the reactants needed to synthesize it. The reactants are: [CH2:1]([S:3](Cl)(=[O:5])=[O:4])[CH3:2].[NH2:7][C:8]1[CH:30]=[CH:29][C:11]([O:12][C:13]2[CH:27]=[C:26]([F:28])[CH:25]=[CH:24][C:14]=2[O:15][CH2:16][C:17]([O:19]C(C)(C)C)=[O:18])=[C:10]([Cl:31])[CH:9]=1. (4) Given the product [CH2:19]([O:18][C:3]1[CH:4]=[C:5]([O:8][CH2:9][C:10]2[CH:15]=[CH:14][C:13]([O:16][CH3:17])=[CH:12][CH:11]=2)[N:6]=[CH:7][C:2]=1[C:26]1[CH:25]=[CH:24][C:23]([CH2:37][C:38]([NH:40][C:41]2[O:45][N:44]=[C:43]([C:46]([CH3:51])([CH3:52])[C:47]([F:50])([F:49])[F:48])[CH:42]=2)=[O:39])=[C:22]([F:21])[CH:27]=1)[CH3:20], predict the reactants needed to synthesize it. The reactants are: Br[C:2]1[C:3]([O:18][CH2:19][CH3:20])=[CH:4][C:5]([O:8][CH2:9][C:10]2[CH:15]=[CH:14][C:13]([O:16][CH3:17])=[CH:12][CH:11]=2)=[N:6][CH:7]=1.[F:21][C:22]1[CH:27]=[C:26](B2OC(C)(C)C(C)(C)O2)[CH:25]=[CH:24][C:23]=1[CH2:37][C:38]([NH:40][C:41]1[O:45][N:44]=[C:43]([C:46]([CH3:52])([CH3:51])[C:47]([F:50])([F:49])[F:48])[CH:42]=1)=[O:39].C([O-])([O-])=O.[Cs+].[Cs+]. (5) Given the product [I:20][C:21]1[CH:29]=[CH:28][C:27]([CH3:30])=[CH:26][C:22]=1[C:23]([N:4]1[CH2:5][CH2:6][CH2:7][C@@H:2]([CH3:1])[C@H:3]1[CH2:8][N:9]1[C:17](=[O:18])[C:16]2[C:11](=[CH:12][CH:13]=[CH:14][CH:15]=2)[C:10]1=[O:19])=[O:24], predict the reactants needed to synthesize it. The reactants are: [CH3:1][C@@H:2]1[CH2:7][CH2:6][CH2:5][NH:4][C@@H:3]1[CH2:8][N:9]1[C:17](=[O:18])[C:16]2[C:11](=[CH:12][CH:13]=[CH:14][CH:15]=2)[C:10]1=[O:19].[I:20][C:21]1[CH:29]=[CH:28][C:27]([CH3:30])=[CH:26][C:22]=1[C:23](O)=[O:24].C(N(C(C)C)CC)(C)C.CN(C(ON1N=NC2C=CC=NC1=2)=[N+](C)C)C.F[P-](F)(F)(F)(F)F.